From a dataset of Forward reaction prediction with 1.9M reactions from USPTO patents (1976-2016). Predict the product of the given reaction. (1) Given the reactants F[C:2]1[CH:3]=[C:4]2[C:9](=[CH:10][C:11]=1[N+:12]([O-:14])=[O:13])[NH:8][C:7](=[O:15])[N:6]([NH:16][S:17]([CH3:20])(=[O:19])=[O:18])[C:5]2=[O:21].[NH2:22][CH:23]([CH2:26][C:27]1[C:35]2[C:30](=[CH:31][CH:32]=[CH:33][CH:34]=2)[NH:29][CH:28]=1)[CH2:24][OH:25], predict the reaction product. The product is: [OH:25][CH2:24][CH:23]([NH:22][C:2]1[CH:3]=[C:4]2[C:9](=[CH:10][C:11]=1[N+:12]([O-:14])=[O:13])[NH:8][C:7](=[O:15])[N:6]([NH:16][S:17]([CH3:20])(=[O:19])=[O:18])[C:5]2=[O:21])[CH2:26][C:27]1[C:35]2[C:30](=[CH:31][CH:32]=[CH:33][CH:34]=2)[NH:29][CH:28]=1. (2) Given the reactants [Cl:1][C:2]1[N:6]2[CH:7]=[C:8]([C:15]3[N:16](C(OC(C)(C)C)=O)[CH:17]=[CH:18][CH:19]=3)[CH:9]=[C:10]([C:11]([F:14])([F:13])[F:12])[C:5]2=[N:4][C:3]=1[C:27]([N:29]1[CH2:34][CH2:33][CH:32]([N:35]2[CH2:39][CH2:38][O:37][C:36]2=[O:40])[CH2:31][CH2:30]1)=[O:28].CO.N, predict the reaction product. The product is: [Cl:1][C:2]1[N:6]2[CH:7]=[C:8]([C:15]3[NH:16][CH:17]=[CH:18][CH:19]=3)[CH:9]=[C:10]([C:11]([F:12])([F:13])[F:14])[C:5]2=[N:4][C:3]=1[C:27]([N:29]1[CH2:30][CH2:31][CH:32]([N:35]2[CH2:39][CH2:38][O:37][C:36]2=[O:40])[CH2:33][CH2:34]1)=[O:28]. (3) Given the reactants [CH:1]1([C:4]2[CH:9]=[C:8](I)[CH:7]=[CH:6][C:5]=2[F:11])[CH2:3][CH2:2]1.[C:12]([C:16]1[CH:29]=[CH:28][C:19]([CH2:20][N:21]2[CH2:25][CH2:24]OS2(=O)=O)=[CH:18][CH:17]=1)([CH3:15])([CH3:14])[CH3:13], predict the reaction product. The product is: [C:12]([C:16]1[CH:17]=[CH:18][C:19]([CH2:20][NH:21][CH2:25][CH2:24][C:8]2[CH:7]=[CH:6][C:5]([F:11])=[C:4]([CH:1]3[CH2:3][CH2:2]3)[CH:9]=2)=[CH:28][CH:29]=1)([CH3:14])([CH3:13])[CH3:15]. (4) Given the reactants [CH2:1]([NH:5][CH2:6][CH2:7][NH2:8])[CH2:2][CH2:3][CH3:4].[N:9]#[C:10][Br:11], predict the reaction product. The product is: [BrH:11].[CH2:1]([N:5]1[CH2:6][CH2:7][N:8]=[C:10]1[NH2:9])[CH2:2][CH2:3][CH3:4].